This data is from Catalyst prediction with 721,799 reactions and 888 catalyst types from USPTO. The task is: Predict which catalyst facilitates the given reaction. (1) Reactant: [C:1]1([CH2:7][C@H:8]([NH2:11])[CH2:9][NH2:10])[CH:6]=[CH:5][CH:4]=[CH:3][CH:2]=1.C[Al](C)C.[F:16][C:17]1[CH:40]=[CH:39][C:20]([CH2:21][N:22]2[CH2:26][CH2:25][N:24]([C:27]3[S:31][C:30]([C:32](OCC)=O)=[C:29]([CH3:37])[CH:28]=3)[C:23]2=[O:38])=[CH:19][CH:18]=1. Product: [CH2:7]([CH:8]1[CH2:9][NH:10][C:32]([C:30]2[S:31][C:27]([N:24]3[CH2:25][CH2:26][N:22]([CH2:21][C:20]4[CH:39]=[CH:40][C:17]([F:16])=[CH:18][CH:19]=4)[C:23]3=[O:38])=[CH:28][C:29]=2[CH3:37])=[N:11]1)[C:1]1[CH:6]=[CH:5][CH:4]=[CH:3][CH:2]=1. The catalyst class is: 11. (2) Reactant: S(Cl)([Cl:3])=O.C1C=CC2N(O)N=NC=2C=1.O[CH2:16][C:17]1[CH:22]=[CH:21][C:20]([CH2:23][CH2:24][CH2:25][OH:26])=[CH:19][CH:18]=1.[I-].[K+]. Product: [Cl:3][CH2:16][C:17]1[CH:22]=[CH:21][C:20]([CH2:23][CH2:24][CH2:25][OH:26])=[CH:19][CH:18]=1. The catalyst class is: 606. (3) Reactant: [F:1][C:2]1[CH:7]=[CH:6][C:5]([F:8])=[CH:4][C:3]=1[C@H:9]1[CH2:13][CH2:12][CH2:11][N:10]1[C:14]1[CH:19]=[CH:18][N:17]2[N:20]=[CH:21][C:22](/[CH:23]=[CH:24]/[C:25]([N:27]3[CH2:32][CH2:31][NH:30][CH2:29][CH2:28]3)=[O:26])=[C:16]2[N:15]=1.[CH:33](=O)[CH3:34].[Na].C(O)(=O)C.[OH-].[Na+]. Product: [F:1][C:2]1[CH:7]=[CH:6][C:5]([F:8])=[CH:4][C:3]=1[C@H:9]1[CH2:13][CH2:12][CH2:11][N:10]1[C:14]1[CH:19]=[CH:18][N:17]2[N:20]=[CH:21][C:22](/[CH:23]=[CH:24]/[C:25]([N:27]3[CH2:28][CH2:29][N:30]([CH2:33][CH3:34])[CH2:31][CH2:32]3)=[O:26])=[C:16]2[N:15]=1. The catalyst class is: 5. (4) Reactant: [Cl:1][C:2]1[CH:3]=[N+:4]([O-:25])[CH:5]=[C:6]([Cl:24])[C:7]=1[CH2:8][CH:9]([C:11]1[CH:16]=[CH:15][C:14]([O:17][CH3:18])=[C:13]([O:19][CH2:20][CH:21]2[CH2:23][CH2:22]2)[CH:12]=1)[OH:10].C(Cl)CCl.[CH3:30][N:31]([CH3:51])[C:32]([C:34]1[CH:35]=[C:36]([S:40]([N:43]2[CH2:47][CH2:46][S:45][C@H:44]2[C:48](O)=[O:49])(=[O:42])=[O:41])[CH:37]=[CH:38][CH:39]=1)=[O:33]. Product: [Cl:24][C:6]1[CH:5]=[N+:4]([O-:25])[CH:3]=[C:2]([Cl:1])[C:7]=1[CH2:8][CH:9]([C:11]1[CH:16]=[CH:15][C:14]([O:17][CH3:18])=[C:13]([O:19][CH2:20][CH:21]2[CH2:23][CH2:22]2)[CH:12]=1)[O:10][C:48]([C@H:44]1[N:43]([S:40]([C:36]2[CH:37]=[CH:38][CH:39]=[C:34]([C:32](=[O:33])[N:31]([CH3:30])[CH3:51])[CH:35]=2)(=[O:42])=[O:41])[CH2:47][CH2:46][S:45]1)=[O:49]. The catalyst class is: 79. (5) Reactant: C([N:11]1[CH2:15][CH2:14][CH2:13][CH:12]1[CH2:16][O:17][CH2:18][O:19][CH3:20])(OCC1C=CC=CC=1)=O.[H][H]. Product: [CH3:20][O:19][CH2:18][O:17][CH2:16][CH:12]1[CH2:13][CH2:14][CH2:15][NH:11]1. The catalyst class is: 129. (6) Reactant: [N:1]([CH2:4][CH2:5][C:6]1[CH:7]=[C:8]([Cl:22])[C:9]([Cl:21])=[C:10]([CH2:12][O:13][Si:14]([C:17]([CH3:20])([CH3:19])[CH3:18])([CH3:16])[CH3:15])[CH:11]=1)=[N+]=[N-].C1(P(C2C=CC=CC=2)C2C=CC=CC=2)C=CC=CC=1.O. Product: [Cl:22][C:8]1[CH:7]=[C:6]([CH2:5][CH2:4][NH2:1])[CH:11]=[C:10]([CH2:12][O:13][Si:14]([C:17]([CH3:18])([CH3:19])[CH3:20])([CH3:15])[CH3:16])[C:9]=1[Cl:21]. The catalyst class is: 1. (7) The catalyst class is: 6. Reactant: I[C:2]1[CH:7]=[CH:6][CH:5]=[CH:4][CH:3]=1.[C:8]1(B(O)O)[CH:13]=[CH:12][CH:11]=[CH:10][CH:9]=1.C([O-])([O-])=O.[Na+].[Na+]. Product: [C:2]1([C:8]2[CH:13]=[CH:12][CH:11]=[CH:10][CH:9]=2)[CH:7]=[CH:6][CH:5]=[CH:4][CH:3]=1. (8) Reactant: Cl.[NH2:2][CH2:3][C:4]1[CH:12]=[CH:11][CH:10]=[C:9]2[C:5]=1[C:6](=[O:22])[N:7]([CH:14]1[CH2:19][CH2:18][C:17](=[O:20])[NH:16][C:15]1=[O:21])[C:8]2=[O:13].[CH2:23]([N:25]=[C:26]=[O:27])[CH3:24]. Product: [O:21]=[C:15]1[CH:14]([N:7]2[C:6](=[O:22])[C:5]3[C:9](=[CH:10][CH:11]=[CH:12][C:4]=3[CH2:3][NH:2][C:26]([NH:25][CH2:23][CH3:24])=[O:27])[C:8]2=[O:13])[CH2:19][CH2:18][C:17](=[O:20])[NH:16]1. The catalyst class is: 23. (9) Reactant: [OH:1][CH:2]1[O:9][C@H:8]([CH2:10][OH:11])[C@@H:6]([OH:7])[C@H:4]([OH:5])[C@H:3]1[NH:12][C:13]([CH3:15])=[O:14].[C:16]1([C:22](Cl)([C:29]2[CH:34]=[CH:33][CH:32]=[CH:31][CH:30]=2)[C:23]2[CH:28]=[CH:27][CH:26]=[CH:25][CH:24]=2)[CH:21]=[CH:20][CH:19]=[CH:18][CH:17]=1.CCOC(C)=O. Product: [C:13]([NH:12][C@@H:3]1[C@@H:4]([OH:5])[C@H:6]([OH:7])[C@@H:8]([CH2:10][O:11][C:22]([C:16]2[CH:21]=[CH:20][CH:19]=[CH:18][CH:17]=2)([C:29]2[CH:30]=[CH:31][CH:32]=[CH:33][CH:34]=2)[C:23]2[CH:24]=[CH:25][CH:26]=[CH:27][CH:28]=2)[O:9][CH:2]1[OH:1])(=[O:14])[CH3:15]. The catalyst class is: 17. (10) Reactant: I[C:2]1[C:10]2[C:5](=[CH:6][CH:7]=[C:8]([S:11]([CH3:14])(=[O:13])=[O:12])[CH:9]=2)[N:4]([CH3:15])[N:3]=1.Br[C:17]1[N:22]=[C:21]2[C:23]([C:34]([O:36][CH3:37])=[O:35])=[CH:24][N:25]([CH2:26][O:27][C:28](=[O:33])[C:29]([CH3:32])([CH3:31])[CH3:30])[C:20]2=[N:19][CH:18]=1.CCCC[Sn](CCCC)CCCC.CCCC[Sn](CCCC)CCCC. Product: [CH3:37][O:36][C:34]([C:23]1[C:21]2=[N:22][C:17]([C:2]3[C:10]4[C:5](=[CH:6][CH:7]=[C:8]([S:11]([CH3:14])(=[O:13])=[O:12])[CH:9]=4)[N:4]([CH3:15])[N:3]=3)=[CH:18][N:19]=[C:20]2[N:25]([CH2:26][O:27][C:28](=[O:33])[C:29]([CH3:31])([CH3:30])[CH3:32])[CH:24]=1)=[O:35]. The catalyst class is: 128.